Dataset: Forward reaction prediction with 1.9M reactions from USPTO patents (1976-2016). Task: Predict the product of the given reaction. (1) The product is: [CH3:7][C:4]1[N:3]([C@H:8]2[CH2:12][C@@:11]([CH2:17][CH3:18])([C:13]([OH:15])=[O:14])[CH:10]=[CH:9]2)[C:2]([CH3:1])=[CH:6][CH:5]=1. Given the reactants [CH3:1][C:2]1[N:3]([C@H:8]2[CH2:12][C@@:11]([CH2:17][CH3:18])([C:13]([O:15]C)=[O:14])[CH:10]=[CH:9]2)[C:4]([CH3:7])=[CH:5][CH:6]=1.[OH-].[Na+], predict the reaction product. (2) Given the reactants [C:1]([O:5][C:6]([N:8]1[CH2:13][CH2:12][N:11]([C:14]2[C:19]([C@H:20]([CH3:25])[CH2:21][C:22](O)=[O:23])=[C:18]([I:26])[N:17]=[CH:16][N:15]=2)[CH2:10][CH2:9]1)=[O:7])([CH3:4])([CH3:3])[CH3:2].C([N:34]1[CH:38]=CN=C1)(N1C=CN=C1)=O.CN1CC[O:43][CH2:42]C1.[Cl-].[NH4+], predict the reaction product. The product is: [I:26][C:18]1[N:17]=[CH:16][N:15]=[C:14]([N:11]2[CH2:10][CH2:9][N:8]([C:6]([O:5][C:1]([CH3:3])([CH3:4])[CH3:2])=[O:7])[CH2:13][CH2:12]2)[C:19]=1[C@@H:20]([CH2:21][C:22]([N:34]([O:43][CH3:42])[CH3:38])=[O:23])[CH3:25]. (3) Given the reactants Cl[C:2]1[C:3]2[CH2:15][CH2:14][N:13]([CH2:16][C:17]3[CH:22]=[CH:21][CH:20]=[CH:19][CH:18]=3)[CH2:12][C:4]=2[N:5]=[C:6]([C:8]([F:11])([F:10])[F:9])[N:7]=1.[CH3:23][O-:24].[Na+], predict the reaction product. The product is: [CH3:23][O:24][C:2]1[C:3]2[CH2:15][CH2:14][N:13]([CH2:16][C:17]3[CH:22]=[CH:21][CH:20]=[CH:19][CH:18]=3)[CH2:12][C:4]=2[N:5]=[C:6]([C:8]([F:11])([F:10])[F:9])[N:7]=1. (4) Given the reactants Cl[C:2]1[C:7]([C:8]2[N:13]=[CH:12][N:11]=[C:10]([O:14][C:15]3[CH:24]=[C:23]4[C:18]([CH:19]=[CH:20][CH:21]=[N:22]4)=[CH:17][CH:16]=3)[CH:9]=2)=[CH:6][CH:5]=[C:4]([C:25]([F:28])([F:27])[F:26])[N:3]=1.[CH:29]1([CH2:35][NH2:36])[CH2:34][CH2:33][CH2:32][CH2:31][CH2:30]1, predict the reaction product. The product is: [CH:29]1([CH2:35][NH:36][C:2]2[C:7]([C:8]3[CH:9]=[C:10]([O:14][C:15]4[CH:24]=[C:23]5[C:18]([CH:19]=[CH:20][CH:21]=[N:22]5)=[CH:17][CH:16]=4)[N:11]=[CH:12][N:13]=3)=[CH:6][CH:5]=[C:4]([C:25]([F:28])([F:27])[F:26])[N:3]=2)[CH2:34][CH2:33][CH2:32][CH2:31][CH2:30]1. (5) Given the reactants [C:1]([C:3]1[C:4]([N:22]2[CH2:27][CH2:26][CH:25]([C:28](O)=[O:29])[CH2:24][CH2:23]2)=[N:5][C:6]([CH2:14][N:15]2[CH2:20][CH2:19][CH2:18][CH2:17][C:16]2=[O:21])=[C:7]([C:9]([O:11][CH2:12][CH3:13])=[O:10])[CH:8]=1)#[N:2].[CH3:31][CH:32]1[CH2:37][CH2:36][CH:35]([CH2:38][S:39]([NH2:42])(=[O:41])=[O:40])[CH2:34][CH2:33]1, predict the reaction product. The product is: [C:1]([C:3]1[C:4]([N:22]2[CH2:27][CH2:26][CH:25]([C:28](=[O:29])[NH:42][S:39]([CH2:38][CH:35]3[CH2:36][CH2:37][CH:32]([CH3:31])[CH2:33][CH2:34]3)(=[O:40])=[O:41])[CH2:24][CH2:23]2)=[N:5][C:6]([CH2:14][N:15]2[CH2:20][CH2:19][CH2:18][CH2:17][C:16]2=[O:21])=[C:7]([CH:8]=1)[C:9]([O:11][CH2:12][CH3:13])=[O:10])#[N:2].